The task is: Regression. Given two drug SMILES strings and cell line genomic features, predict the synergy score measuring deviation from expected non-interaction effect.. This data is from NCI-60 drug combinations with 297,098 pairs across 59 cell lines. (1) Drug 1: CC1=C2C(C(=O)C3(C(CC4C(C3C(C(C2(C)C)(CC1OC(=O)C(C(C5=CC=CC=C5)NC(=O)C6=CC=CC=C6)O)O)OC(=O)C7=CC=CC=C7)(CO4)OC(=O)C)O)C)OC(=O)C. Drug 2: C(CCl)NC(=O)N(CCCl)N=O. Cell line: T-47D. Synergy scores: CSS=28.6, Synergy_ZIP=-2.62, Synergy_Bliss=-4.08, Synergy_Loewe=-28.7, Synergy_HSA=-3.12. (2) Drug 1: C1CCC(CC1)NC(=O)N(CCCl)N=O. Drug 2: CC1C(C(CC(O1)OC2CC(CC3=C2C(=C4C(=C3O)C(=O)C5=CC=CC=C5C4=O)O)(C(=O)C)O)N)O. Cell line: T-47D. Synergy scores: CSS=35.9, Synergy_ZIP=-1.32, Synergy_Bliss=-0.844, Synergy_Loewe=-2.05, Synergy_HSA=1.69. (3) Drug 1: CNC(=O)C1=CC=CC=C1SC2=CC3=C(C=C2)C(=NN3)C=CC4=CC=CC=N4. Drug 2: C1CCC(C1)C(CC#N)N2C=C(C=N2)C3=C4C=CNC4=NC=N3. Cell line: UACC62. Synergy scores: CSS=-2.07, Synergy_ZIP=3.74, Synergy_Bliss=1.04, Synergy_Loewe=-11.6, Synergy_HSA=-8.49. (4) Drug 1: CC(CN1CC(=O)NC(=O)C1)N2CC(=O)NC(=O)C2. Drug 2: CNC(=O)C1=NC=CC(=C1)OC2=CC=C(C=C2)NC(=O)NC3=CC(=C(C=C3)Cl)C(F)(F)F. Cell line: MALME-3M. Synergy scores: CSS=37.1, Synergy_ZIP=-5.83, Synergy_Bliss=1.95, Synergy_Loewe=-11.1, Synergy_HSA=0.515.